This data is from Forward reaction prediction with 1.9M reactions from USPTO patents (1976-2016). The task is: Predict the product of the given reaction. (1) The product is: [CH:1]([N:3]1[CH2:6][CH2:5][NH:12][CH2:11][CH2:4]1)([CH3:2])[CH3:22]. Given the reactants [CH2:1]([N:3]1[CH2:6][C:5]2(CCNC2)[CH2:4]1)[CH3:2].[CH3:11][N:12]1CCC2(CCNC2)C1.N1(C2CCNCC2)CCC[CH2:22]1.C(N1CCC2(CCNC2)C1)C.CN(C)CCC1CCCCN1.C(N(CC)CC(O)CN1CCNCC1)C.C1NCCN2CCCC12.N1CC(N(CC)CC)C1.CNCCCN1CCN(C)CC1.N1(CC2CCCNC2)CCCC1.C(N1CCC(N2CCNCC2)CC1)C.CNCC1CCN(C)CC1.CN1CCN(CCN2CCNCC2)CC1.N1(C2N=CC=CN=2)CCNCC1, predict the reaction product. (2) The product is: [CH3:3][N:4]([CH3:9])[CH:5]1[CH2:8][N:7]([C:11]2[C:16]([N+:17]([O-:19])=[O:18])=[CH:15][C:14]([NH:20][C:21]3[N:26]=[C:25]([C:27]4[C:35]5[C:30](=[CH:31][CH:32]=[CH:33][CH:34]=5)[N:29]([CH3:36])[CH:28]=4)[C:24]([CH3:37])=[CH:23][N:22]=3)=[C:13]([O:38][CH3:39])[CH:12]=2)[CH2:6]1. Given the reactants Cl.Cl.[CH3:3][N:4]([CH3:9])[CH:5]1[CH2:8][NH:7][CH2:6]1.F[C:11]1[C:16]([N+:17]([O-:19])=[O:18])=[CH:15][C:14]([NH:20][C:21]2[N:26]=[C:25]([C:27]3[C:35]4[C:30](=[CH:31][CH:32]=[CH:33][CH:34]=4)[N:29]([CH3:36])[CH:28]=3)[C:24]([CH3:37])=[CH:23][N:22]=2)=[C:13]([O:38][CH3:39])[CH:12]=1.CCN(C(C)C)C(C)C, predict the reaction product. (3) Given the reactants [OH:1][C@H:2]1[C@H:11]([NH:12][C:13](=[O:19])[O:14][C:15]([CH3:18])([CH3:17])[CH3:16])[CH2:10][C:9]2[N:8]=[CH:7][C:6]([N+:20]([O-])=O)=[CH:5][C:4]=2[CH2:3]1, predict the reaction product. The product is: [NH2:20][C:6]1[CH:7]=[N:8][C:9]2[CH2:10][C@@H:11]([NH:12][C:13](=[O:19])[O:14][C:15]([CH3:17])([CH3:16])[CH3:18])[C@H:2]([OH:1])[CH2:3][C:4]=2[CH:5]=1. (4) Given the reactants C([O:8][C:9]1[C:18]2[C:13](=[C:14]([CH3:21])[C:15]([O:19][CH3:20])=[CH:16][CH:17]=2)[N:12]=[C:11](Cl)[CH:10]=1)C1C=CC=CC=1.[CH:23]([C:26]1[CH:30]=[CH:29][NH:28][N:27]=1)([CH3:25])[CH3:24], predict the reaction product. The product is: [OH:8][C:9]1[C:18]2[C:13](=[C:14]([CH3:21])[C:15]([O:19][CH3:20])=[CH:16][CH:17]=2)[N:12]=[C:11]([N:28]2[CH:29]=[CH:30][C:26]([CH:23]([CH3:25])[CH3:24])=[N:27]2)[CH:10]=1. (5) Given the reactants [Br:1][C:2]1[CH:3]=[C:4]2[N:10]=[CH:9][N:8]([CH2:11][C:12]3[CH:22]=[CH:21][C:15]4[N:16]=[C:17]([S:19][CH3:20])[O:18][C:14]=4[CH:13]=3)[C:5]2=[N:6][CH:7]=1.ClC1C=CC=C(C(OO)=[O:31])C=1.C([O-])(O)=O.[Na+], predict the reaction product. The product is: [Br:1][C:2]1[CH:3]=[C:4]2[N:10]=[CH:9][N:8]([CH2:11][C:12]3[CH:22]=[CH:21][C:15]4[N:16]=[C:17]([S:19]([CH3:20])=[O:31])[O:18][C:14]=4[CH:13]=3)[C:5]2=[N:6][CH:7]=1. (6) Given the reactants [O:1]=[C:2]1[NH:6][N:5]=[C:4]([CH2:7][S:8]([CH2:11][C:12]2[CH:17]=[CH:16][C:15]([C:18]3[CH:23]=[CH:22][CH:21]=[C:20]([C:24]#[N:25])[CH:19]=3)=[CH:14][CH:13]=2)(=[O:10])=[O:9])[NH:3]1.N.CO, predict the reaction product. The product is: [NH2:25][CH2:24][C:20]1[CH:19]=[C:18]([C:15]2[CH:16]=[CH:17][C:12]([CH2:11][S:8]([CH2:7][C:4]3[NH:3][C:2](=[O:1])[NH:6][N:5]=3)(=[O:9])=[O:10])=[CH:13][CH:14]=2)[CH:23]=[CH:22][CH:21]=1. (7) Given the reactants P(Cl)(Cl)(Cl)=O.[N+:6]([C:9]1[CH:10]=[N:11][C:12]2[C:17]([C:18]=1O)=[N:16][CH:15]=[CH:14][CH:13]=2)([O-:8])=[O:7].O[NH:21][CH2:22][CH:23]([CH3:25])[CH3:24].[OH2:26], predict the reaction product. The product is: [CH3:24][C:23]([CH3:25])([OH:26])[CH2:22][NH:21][C:18]1[C:17]2[C:12](=[CH:13][CH:14]=[CH:15][N:16]=2)[N:11]=[CH:10][C:9]=1[N+:6]([O-:8])=[O:7].